Predict which catalyst facilitates the given reaction. From a dataset of Catalyst prediction with 721,799 reactions and 888 catalyst types from USPTO. (1) The catalyst class is: 12. Product: [ClH:1].[NH2:51][CH2:50][C@H:47]1[CH2:46][CH2:45][C@H:44]([C:42]([NH:41][C@@H:26]([CH2:25][C:21]2[CH:20]=[C:19]([C:16]3[CH:15]=[CH:14][C:13]([C:11]([N:8]4[CH2:9][CH2:10][N:5]([CH2:4][CH2:3][OH:2])[CH2:6][CH2:7]4)=[O:12])=[CH:18][CH:17]=3)[CH:24]=[CH:23][CH:22]=2)[C:27](=[O:40])[NH:28][C:29]2[CH:34]=[CH:33][C:32]([C:35]3[NH:36][N:37]=[N:38][N:39]=3)=[CH:31][CH:30]=2)=[O:43])[CH2:49][CH2:48]1. Reactant: [ClH:1].[OH:2][CH2:3][CH2:4][N:5]1[CH2:10][CH2:9][N:8]([C:11]([C:13]2[CH:18]=[CH:17][C:16]([C:19]3[CH:24]=[CH:23][CH:22]=[C:21]([CH2:25][C@H:26]([NH:41][C:42]([C@H:44]4[CH2:49][CH2:48][C@H:47]([CH2:50][NH:51]C(=O)OC(C)(C)C)[CH2:46][CH2:45]4)=[O:43])[C:27](=[O:40])[NH:28][C:29]4[CH:34]=[CH:33][C:32]([C:35]5[NH:39][N:38]=[N:37][N:36]=5)=[CH:31][CH:30]=4)[CH:20]=3)=[CH:15][CH:14]=2)=[O:12])[CH2:7][CH2:6]1.C(#N)C. (2) Reactant: [N+]([O-])([O-])=O.[NH4+].C[O:7][C:8]1[C:17]2[C:12](=[CH:13][CH:14]=[CH:15][CH:16]=2)[C:11]([O:18]C)=[CH:10][C:9]=1[CH2:20][O:21][CH:22]1[CH:27]([C:28]2[CH:33]=[CH:32][C:31]([O:34][CH2:35][CH2:36][O:37][CH2:38][CH2:39][C:40]3[CH:45]=[CH:44][CH:43]=[CH:42][CH:41]=3)=[CH:30][CH:29]=2)[CH2:26][CH2:25][NH:24][CH2:23]1. Product: [CH2:38]([O:37][CH2:36][CH2:35][O:34][C:31]1[CH:30]=[CH:29][C:28]([CH:27]2[CH2:26][CH2:25][NH:24][CH2:23][CH:22]2[O:21][CH2:20][C:9]2[C:8](=[O:7])[C:17]3[C:12]([C:11](=[O:18])[CH:10]=2)=[CH:13][CH:14]=[CH:15][CH:16]=3)=[CH:33][CH:32]=1)[CH2:39][C:40]1[CH:45]=[CH:44][CH:43]=[CH:42][CH:41]=1. The catalyst class is: 192. (3) Reactant: Cl[C:2]1[N:7]=[C:6]([N:8]2[C:12]([CH3:13])=[CH:11][C:10]([CH3:14])=[N:9]2)[N:5]=[C:4]([NH:15][C:16]2[CH:21]=[CH:20][C:19]([Cl:22])=[CH:18][CH:17]=2)[CH:3]=1.[NH:23]1[CH2:28][CH2:27][O:26][CH2:25][CH2:24]1.Cl. Product: [Cl:22][C:19]1[CH:20]=[CH:21][C:16]([NH:15][C:4]2[CH:3]=[C:2]([N:23]3[CH2:28][CH2:27][O:26][CH2:25][CH2:24]3)[N:7]=[C:6]([N:8]3[C:12]([CH3:13])=[CH:11][C:10]([CH3:14])=[N:9]3)[N:5]=2)=[CH:17][CH:18]=1. The catalyst class is: 60. (4) Reactant: [Cl:1][C:2]1[N:3]=[CH:4][CH:5]=[C:6]2[C:10]([C:11]([N:13]3[CH2:18][CH2:17][CH:16]([C:19]4[CH:20]=[C:21]([CH:30]=[CH:31][C:32]=4[F:33])[CH2:22][NH:23]C(=O)C(F)(F)F)[CH2:15][CH2:14]3)=[O:12])=[CH:9][N:8]([CH2:34][CH2:35][O:36][CH3:37])[C:7]=12.C([O-])([O-])=O.[Na+].[Na+]. Product: [ClH:1].[ClH:1].[NH2:23][CH2:22][C:21]1[CH:30]=[CH:31][C:32]([F:33])=[C:19]([CH:16]2[CH2:15][CH2:14][N:13]([C:11]([C:10]3[C:6]4[C:7](=[C:2]([Cl:1])[N:3]=[CH:4][CH:5]=4)[N:8]([CH2:34][CH2:35][O:36][CH3:37])[CH:9]=3)=[O:12])[CH2:18][CH2:17]2)[CH:20]=1. The catalyst class is: 6. (5) Reactant: [H-].C([Al+]CC(C)C)C(C)C.[CH3:11][C@H:12]1[CH2:17][C@@:16]([NH:20]C(=O)C(Cl)(Cl)Cl)([CH:18]=[CH2:19])[CH2:15][CH2:14][N:13]1[C:27]([O:29][C:30]([CH3:33])([CH3:32])[CH3:31])=[O:28].C(OCC)(=O)C.C(C(C(C([O-])=O)O)O)([O-])=O.[Na+].[K+]. Product: [NH2:20][C@:16]1([CH:18]=[CH2:19])[CH2:15][CH2:14][N:13]([C:27]([O:29][C:30]([CH3:32])([CH3:31])[CH3:33])=[O:28])[C@@H:12]([CH3:11])[CH2:17]1. The catalyst class is: 4. (6) Reactant: [CH3:1][N:2]([CH3:33])[C:3]1([C:27]2[CH:32]=[CH:31][CH:30]=[CH:29][CH:28]=2)[CH2:8][CH2:7][C:6](=[CH:9][C:10]([N:12]2[CH2:17][CH:16]=[C:15]([C:18]3[C:26]4[C:21](=[CH:22][CH:23]=[CH:24][CH:25]=4)[NH:20][CH:19]=3)[CH2:14][CH2:13]2)=[O:11])[CH2:5][CH2:4]1.[Cl:34][Si](C)(C)C. Product: [ClH:34].[CH3:33][N:2]([CH3:1])[C:3]1([C:27]2[CH:28]=[CH:29][CH:30]=[CH:31][CH:32]=2)[CH2:8][CH2:7][C:6](=[CH:9][C:10]([N:12]2[CH2:13][CH:14]=[C:15]([C:18]3[C:26]4[C:21](=[CH:22][CH:23]=[CH:24][CH:25]=4)[NH:20][CH:19]=3)[CH2:16][CH2:17]2)=[O:11])[CH2:5][CH2:4]1. The catalyst class is: 573.